This data is from Catalyst prediction with 721,799 reactions and 888 catalyst types from USPTO. The task is: Predict which catalyst facilitates the given reaction. Reactant: C(OC([NH:8][S:9]([N:12]([CH3:40])[CH2:13][CH2:14][CH2:15][CH2:16][CH2:17][CH2:18][CH2:19][CH2:20][C@H:21]([NH:27][S:28]([C:31]1[CH:36]=[CH:35][CH:34]=[CH:33][C:32]=1[N+:37]([O-:39])=[O:38])(=[O:30])=[O:29])[C:22]([O:24][CH2:25][CH3:26])=[O:23])(=[O:11])=[O:10])=O)(C)(C)C.Cl. Product: [NH2:8][S:9]([N:12]([CH3:40])[CH2:13][CH2:14][CH2:15][CH2:16][CH2:17][CH2:18][CH2:19][CH2:20][C@H:21]([NH:27][S:28]([C:31]1[CH:36]=[CH:35][CH:34]=[CH:33][C:32]=1[N+:37]([O-:39])=[O:38])(=[O:29])=[O:30])[C:22]([O:24][CH2:25][CH3:26])=[O:23])(=[O:10])=[O:11]. The catalyst class is: 12.